This data is from Full USPTO retrosynthesis dataset with 1.9M reactions from patents (1976-2016). The task is: Predict the reactants needed to synthesize the given product. (1) Given the product [F:84][C:81]1[CH:82]=[CH:83][C:78]([CH2:77][N:47]([CH2:46][CH2:45][OH:44])[C:48]([C:50]2[C:55]([O:56][CH2:57][C:58]3[CH:63]=[CH:62][CH:61]=[CH:60][CH:59]=3)=[C:54]([OH:64])[N:53]=[C:52]([CH2:65][C:66]3([C:71]4[CH:76]=[CH:75][CH:74]=[CH:73][CH:72]=4)[CH2:67][CH2:68][CH2:69][CH2:70]3)[N:51]=2)=[O:49])=[CH:79][CH:80]=1, predict the reactants needed to synthesize it. The reactants are: C1(N(CCO)C(C2C(OCC3C=CC=CC=3)=C(O)N=C(CC3(C4C=CC=CC=4)CCCC3)N=2)=O)CC1.[Si]([O:44][CH2:45][CH2:46][N:47]([CH2:77][C:78]1[CH:83]=[CH:82][C:81]([F:84])=[CH:80][CH:79]=1)[C:48]([C:50]1[C:55]([O:56][CH2:57][C:58]2[CH:63]=[CH:62][CH:61]=[CH:60][CH:59]=2)=[C:54]([OH:64])[N:53]=[C:52]([CH2:65][C:66]2([C:71]3[CH:76]=[CH:75][CH:74]=[CH:73][CH:72]=3)[CH2:70][CH2:69][CH2:68][CH2:67]2)[N:51]=1)=[O:49])(C(C)(C)C)(C)C. (2) Given the product [CH3:1][O:2][C:3]([C:5]1[C:10]([O:11][CH2:12][C:13]2[CH:14]=[CH:15][CH:16]=[CH:17][CH:18]=2)=[C:9]([NH2:19])[CH:8]=[C:7]([Br:22])[N:6]=1)=[O:4], predict the reactants needed to synthesize it. The reactants are: [CH3:1][O:2][C:3]([C:5]1[C:10]([O:11][CH2:12][C:13]2[CH:18]=[CH:17][CH:16]=[CH:15][CH:14]=2)=[C:9]([N:19]=[N+]=[N-])[CH:8]=[C:7]([Br:22])[N:6]=1)=[O:4].[BH4-].[Na+].CCOC(C)=O. (3) Given the product [Br:16][CH2:13][CH2:12][C:9]1[C:7]2=[N:8][C:3]([O:2][CH3:1])=[CH:4][CH:5]=[C:6]2[NH:11][CH:10]=1, predict the reactants needed to synthesize it. The reactants are: [CH3:1][O:2][C:3]1[N:8]=[C:7]2[C:9]([CH2:12][CH2:13]O)=[CH:10][NH:11][C:6]2=[CH:5][CH:4]=1.C(Br)(Br)(Br)[Br:16].C1C=CC(P(C2C=CC=CC=2)C2C=CC=CC=2)=CC=1. (4) Given the product [C:1]([C:5]1[C:6]2[CH:12]([C:13]3[CH:18]=[CH:17][CH:16]=[CH:15][C:14]=3[O:19][CH3:20])[N:11]([C:21]3[CH:26]=[CH:25][C:24]([C:27]4[O:31][N:30]=[C:29]([C:32]([OH:34])=[O:33])[CH:28]=4)=[CH:23][CH:22]=3)[C:10](=[O:37])[C:7]=2[NH:8][N:9]=1)([CH3:4])([CH3:2])[CH3:3], predict the reactants needed to synthesize it. The reactants are: [C:1]([C:5]1[C:6]2[CH:12]([C:13]3[CH:18]=[CH:17][CH:16]=[CH:15][C:14]=3[O:19][CH3:20])[N:11]([C:21]3[CH:26]=[CH:25][C:24]([C:27]4[O:31][N:30]=[C:29]([C:32]([O:34]CC)=[O:33])[CH:28]=4)=[CH:23][CH:22]=3)[C:10](=[O:37])[C:7]=2[NH:8][N:9]=1)([CH3:4])([CH3:3])[CH3:2].CO.[OH-].[Na+].Cl. (5) Given the product [F:6][C:5]([F:7])([O:19][C:13]1[CH:12]=[C:11]([F:10])[C:16]([F:17])=[C:15]([F:18])[CH:14]=1)[C:4]([O:3][CH2:1][CH3:2])=[O:9], predict the reactants needed to synthesize it. The reactants are: [CH2:1]([O:3][C:4](=[O:9])[C:5](Br)([F:7])[F:6])[CH3:2].[F:10][C:11]1[CH:12]=[C:13]([OH:19])[CH:14]=[C:15]([F:18])[C:16]=1[F:17].C(=O)([O-])[O-].[K+].[K+].CN(C=O)C.